This data is from Forward reaction prediction with 1.9M reactions from USPTO patents (1976-2016). The task is: Predict the product of the given reaction. (1) Given the reactants Br[C:2]1[CH:11]=[C:10]2[C:5]([CH2:6][CH2:7][N:8]([C:12](=[O:14])[CH3:13])[CH2:9]2)=[CH:4][CH:3]=1.[CH3:15][C:16]1([CH3:32])[C:20]([CH3:22])([CH3:21])[O:19][B:18]([B:18]2[O:19][C:20]([CH3:22])([CH3:21])[C:16]([CH3:32])([CH3:15])[O:17]2)[O:17]1.CC([O-])=O.[K+], predict the reaction product. The product is: [CH3:15][C:16]1([CH3:32])[C:20]([CH3:22])([CH3:21])[O:19][B:18]([C:2]2[CH:11]=[C:10]3[C:5]([CH2:6][CH2:7][N:8]([C:12](=[O:14])[CH3:13])[CH2:9]3)=[CH:4][CH:3]=2)[O:17]1. (2) Given the reactants [F:1][C:2]([F:21])([F:20])[C:3]1[CH:8]=[CH:7][C:6]([NH:9][C:10]2[C:11]3[CH2:19][CH2:18][NH:17][CH2:16][C:12]=3[N:13]=[CH:14][N:15]=2)=[CH:5][CH:4]=1.B(O)(O)[C:23]1[CH:24]=[CH:25][C:26]([CH3:29])=[CH:27][CH:28]=1.C(N(CC)CC)C, predict the reaction product. The product is: [F:21][C:2]([F:1])([F:20])[C:3]1[CH:4]=[CH:5][C:6]([NH:9][C:10]2[C:11]3[CH2:19][CH2:18][N:17]([C:23]4[CH:28]=[CH:27][C:26]([CH3:29])=[CH:25][CH:24]=4)[CH2:16][C:12]=3[N:13]=[CH:14][N:15]=2)=[CH:7][CH:8]=1. (3) Given the reactants [ClH:1].[C:2]([CH2:5][O:6][NH2:7])([OH:4])=[O:3].[C:8]([CH2:11]ON)(O)=O.[Cl:14][CH2:15][CH:16]=O.C([BH3-])#N.[Na+].C(O)(=O)C, predict the reaction product. The product is: [Cl:14][CH2:15][CH2:16][N:7]([CH2:8][CH2:11][Cl:1])[O:6][CH2:5][C:2]([OH:4])=[O:3]. (4) Given the reactants [N:1]12[CH2:8][CH2:7][CH:4]([CH2:5][CH2:6]1)[CH:3]([O:9][C:10]1[N:15]=[CH:14][C:13]([C:16]3[CH:17]=[CH:18][C:19]([CH3:23])=[C:20]([CH:22]=3)[NH2:21])=[CH:12][N:11]=1)[CH2:2]2.[C:24]([OH:31])(=[O:30])/[CH:25]=[CH:26]/[C:27]([OH:29])=[O:28], predict the reaction product. The product is: [C:24]([OH:31])(=[O:30])/[CH:25]=[CH:26]/[C:27]([OH:29])=[O:28].[N:1]12[CH2:6][CH2:5][CH:4]([CH2:7][CH2:8]1)[CH:3]([O:9][C:10]1[N:15]=[CH:14][C:13]([C:16]3[CH:17]=[CH:18][C:19]([CH3:23])=[C:20]([CH:22]=3)[NH2:21])=[CH:12][N:11]=1)[CH2:2]2. (5) The product is: [Cl:1][C:2]1[S:3][C:4]([C:8]2[C:17](=[O:18])[N:16]([CH3:27])[C:11]3=[N:12][CH:13]=[CH:14][N:15]=[C:10]3[C:9]=2[O:19][C:20](=[O:24])[CH:21]([CH3:22])[CH3:23])=[C:5]([CH3:7])[N:6]=1. Given the reactants [Cl:1][C:2]1[S:3][C:4]([C:8]2[C:17](=[O:18])[NH:16][C:11]3=[N:12][CH:13]=[CH:14][N:15]=[C:10]3[C:9]=2[O:19][C:20](=[O:24])[CH:21]([CH3:23])[CH3:22])=[C:5]([CH3:7])[N:6]=1.CI.[C:27](=O)([O-])[O-].[K+].[K+], predict the reaction product. (6) Given the reactants [CH3:1][O:2][C:3]1[CH:8]=[CH:7][C:6](/[CH:9]=[CH:10]/[C@@H:11](O)[CH3:12])=[C:5]([CH3:14])[CH:4]=1.[C:15](OCC)([O:20]CC)([O:17][CH2:18][CH3:19])[CH3:16], predict the reaction product. The product is: [CH3:1][O:2][C:3]1[CH:8]=[CH:7][C:6]([C@H:9](/[CH:10]=[CH:11]/[CH3:12])[CH2:16][C:15]([O:17][CH2:18][CH3:19])=[O:20])=[C:5]([CH3:14])[CH:4]=1. (7) Given the reactants [CH2:1]([N:3]([CH:29]1[CH2:34][CH2:33][O:32][CH2:31][CH2:30]1)[C:4]1[C:5]([CH3:28])=[C:6]([CH:11]=[C:12]([C:14]2[CH:15]=[N:16][C:17]([O:20][CH:21]3[CH2:26][CH2:25][N:24]([CH3:27])[CH2:23][CH2:22]3)=[CH:18][CH:19]=2)[CH:13]=1)[C:7]([O:9]C)=[O:8])[CH3:2].[OH-].[Na+].Cl, predict the reaction product. The product is: [CH2:1]([N:3]([CH:29]1[CH2:34][CH2:33][O:32][CH2:31][CH2:30]1)[C:4]1[C:5]([CH3:28])=[C:6]([CH:11]=[C:12]([C:14]2[CH:15]=[N:16][C:17]([O:20][CH:21]3[CH2:22][CH2:23][N:24]([CH3:27])[CH2:25][CH2:26]3)=[CH:18][CH:19]=2)[CH:13]=1)[C:7]([OH:9])=[O:8])[CH3:2].